Dataset: Reaction yield outcomes from USPTO patents with 853,638 reactions. Task: Predict the reaction yield, written as a fraction of the theoretical maximum amount of product (1.0 means a 100% yield; for example, 0.34 means a 34% yield). (1) The reactants are [Br:1][CH2:2][C:3]([C:5]1[C:13]2[C:8](=[N:9][CH:10]=[C:11]([Br:14])[CH:12]=2)[NH:7][CH:6]=1)=O.[NH2:15][C:16]([NH2:18])=[S:17]. The catalyst is CCO. The product is [BrH:1].[Br:14][C:11]1[CH:12]=[C:13]2[C:5]([C:3]3[N:15]=[C:16]([NH2:18])[S:17][CH:2]=3)=[CH:6][NH:7][C:8]2=[N:9][CH:10]=1. The yield is 0.700. (2) The yield is 0.580. The product is [CH3:29][C:28]1[C:21]2[C:20]([NH:18][C@H:16]([C:8]3[N:7]([C:1]4[CH:2]=[CH:3][CH:4]=[CH:5][CH:6]=4)[C:11]4[CH:12]=[CH:13][CH:14]=[CH:15][C:10]=4[N:9]=3)[CH3:17])=[N:25][CH:24]=[N:23][C:22]=2[NH:26][CH:27]=1. The reactants are [C:1]1([N:7]2[C:11]3[CH:12]=[CH:13][CH:14]=[CH:15][C:10]=3[N:9]=[C:8]2[C@@H:16]([NH2:18])[CH3:17])[CH:6]=[CH:5][CH:4]=[CH:3][CH:2]=1.Cl[C:20]1[C:21]2[C:28]([CH3:29])=[CH:27][NH:26][C:22]=2[N:23]=[CH:24][N:25]=1.C(N(C(C)C)C(C)C)C. The catalyst is C(O)CCC. (3) The yield is 0.690. The catalyst is C(Cl)Cl. The reactants are [CH3:1][O:2][C:3]1[CH:4]=[C:5]([C:11]([C@@H:13]2[C@:22]3([CH3:23])[C@H:17]([C:18]([CH3:25])([CH3:24])[CH2:19][CH2:20][CH2:21]3)[CH2:16][C@H:15]([CH2:26][NH2:27])[C@H:14]2[CH3:28])=[O:12])[CH:6]=[C:7]([O:9][CH3:10])[CH:8]=1.[C:29](O)(=[O:36])[C:30]1[CH:35]=[CH:34][CH:33]=[CH:32][CH:31]=1.C1CCC(N=C=NC2CCCCC2)CC1. The product is [CH3:10][O:9][C:7]1[CH:6]=[C:5]([C:11]([C@@H:13]2[C@:22]3([CH3:23])[C@H:17]([C:18]([CH3:24])([CH3:25])[CH2:19][CH2:20][CH2:21]3)[CH2:16][C@H:15]([CH2:26][NH:27][C:29](=[O:36])[C:30]3[CH:35]=[CH:34][CH:33]=[CH:32][CH:31]=3)[C@H:14]2[CH3:28])=[O:12])[CH:4]=[C:3]([O:2][CH3:1])[CH:8]=1. (4) The reactants are [CH2:1]([OH:6])[CH2:2][CH2:3][CH2:4][OH:5].[OH-].[Na+].[CH2:9]([N:16]1[CH2:21][CH2:20][CH:19]([N:22]([CH:27]([CH3:29])[CH3:28])[C:23](=[O:26])[CH2:24]Cl)[CH2:18][CH2:17]1)[C:10]1[CH:15]=[CH:14][CH:13]=[CH:12][CH:11]=1. The catalyst is C(O)(C)(C)C. The product is [CH2:9]([N:16]1[CH2:17][CH2:18][CH:19]([N:22]([CH:27]([CH3:29])[CH3:28])[C:23](=[O:26])[CH2:24][O:5][CH2:4][CH2:3][CH2:2][CH2:1][OH:6])[CH2:20][CH2:21]1)[C:10]1[CH:11]=[CH:12][CH:13]=[CH:14][CH:15]=1. The yield is 0.810. (5) The reactants are [CH3:1][C:2]1[CH:8]=[CH:7][C:5]([NH2:6])=[CH:4][C:3]=1[C:9]1[CH:10]=[C:11]([N:18]2[CH2:23][CH2:22][O:21][CH2:20][CH2:19]2)[C:12]2[N:13]([CH:15]=[CH:16][N:17]=2)[N:14]=1.[OH:24][C:25]([C:28]1[CH:29]=[C:30]([CH:34]=[CH:35][N:36]=1)[C:31](O)=[O:32])([CH3:27])[CH3:26].CN(C(ON1N=NC2C=CC=NC1=2)=[N+](C)C)C.F[P-](F)(F)(F)(F)F.CCN(C(C)C)C(C)C. The catalyst is CN(C=O)C.O. The product is [OH:24][C:25]([C:28]1[CH:29]=[C:30]([CH:34]=[CH:35][N:36]=1)[C:31]([NH:6][C:5]1[CH:7]=[CH:8][C:2]([CH3:1])=[C:3]([C:9]2[CH:10]=[C:11]([N:18]3[CH2:23][CH2:22][O:21][CH2:20][CH2:19]3)[C:12]3[N:13]([CH:15]=[CH:16][N:17]=3)[N:14]=2)[CH:4]=1)=[O:32])([CH3:27])[CH3:26]. The yield is 0.640.